This data is from Full USPTO retrosynthesis dataset with 1.9M reactions from patents (1976-2016). The task is: Predict the reactants needed to synthesize the given product. (1) The reactants are: [Cl-].[C:2]([C:4]1[CH:5]=[C:6]([CH2:11][CH2:12][C:13]2([OH:19])[CH2:18][CH2:17][NH2+:16][CH2:15][CH2:14]2)[CH:7]=[CH:8][C:9]=1[F:10])#[N:3].[N:20]1([C:25]2[CH:26]=[C:27]3[C:31](=[CH:32][CH:33]=2)[CH:30]([C:34](O)=[O:35])[CH2:29][CH2:28]3)[CH:24]=[N:23][N:22]=[N:21]1. Given the product [F:10][C:9]1[CH:8]=[CH:7][C:6]([CH2:11][CH2:12][C:13]2([OH:19])[CH2:18][CH2:17][N:16]([C:34]([CH:30]3[C:31]4[C:27](=[CH:26][C:25]([N:20]5[CH:24]=[N:23][N:22]=[N:21]5)=[CH:33][CH:32]=4)[CH2:28][CH2:29]3)=[O:35])[CH2:15][CH2:14]2)=[CH:5][C:4]=1[C:2]#[N:3], predict the reactants needed to synthesize it. (2) The reactants are: Cl.[Cl:2][C:3]1[CH:4]=[C:5]([NH:9][C:10]2[CH:18]=[C:17]([C:19]([F:22])([F:21])[F:20])[C:13]([C:14]([OH:16])=O)=[CH:12][N:11]=2)[CH:6]=[CH:7][CH:8]=1.CN1CCOCC1.[NH2:30][CH2:31][CH:32]1[CH2:37][CH2:36][CH2:35][CH2:34][CH2:33]1.O.ON1C2C=CC=CC=2N=N1.Cl.CN(C)CCCN=C=NCC. Given the product [CH:32]1([CH2:31][NH:30][C:14]([C:13]2[C:17]([C:19]([F:22])([F:21])[F:20])=[CH:18][C:10]([NH:9][C:5]3[CH:6]=[CH:7][CH:8]=[C:3]([Cl:2])[CH:4]=3)=[N:11][CH:12]=2)=[O:16])[CH2:37][CH2:36][CH2:35][CH2:34][CH2:33]1, predict the reactants needed to synthesize it.